Dataset: Reaction yield outcomes from USPTO patents with 853,638 reactions. Task: Predict the reaction yield, written as a fraction of the theoretical maximum amount of product (1.0 means a 100% yield; for example, 0.34 means a 34% yield). The reactants are I[C:2]1[C:11]2[C:6](=[CH:7][CH:8]=[CH:9][CH:10]=2)[CH:5]=[CH:4][CH:3]=1.C([Li])CCC.C[O:18][C:19]1[CH2:23][CH2:22][C:21](=O)[CH:20]=1. The catalyst is O1CCCC1. The product is [C:2]1([C:21]2[CH2:22][CH2:23][C:19](=[O:18])[CH:20]=2)[C:11]2[C:6](=[CH:7][CH:8]=[CH:9][CH:10]=2)[CH:5]=[CH:4][CH:3]=1. The yield is 0.490.